Dataset: Full USPTO retrosynthesis dataset with 1.9M reactions from patents (1976-2016). Task: Predict the reactants needed to synthesize the given product. (1) Given the product [CH2:1]([N:4]1[C:12](=[O:13])[C:11](=[O:15])[N:6]([CH2:7][CH:8]=[CH2:9])[C:5]1=[O:10])[CH:2]=[CH2:3], predict the reactants needed to synthesize it. The reactants are: [CH2:1]([NH:4][C:5](=[O:10])[NH:6][CH2:7][CH:8]=[CH2:9])[CH:2]=[CH2:3].[C:11](Cl)(=[O:15])[C:12](Cl)=[O:13]. (2) Given the product [Cl:34][C:31]1[CH:30]=[CH:29][C:28]([C:17]2[N:18]([CH:21]3[CH2:23][CH2:22]3)[C:19](=[O:20])[N:15]([CH2:14][C:13]([NH:12][CH:8]([C:3]3[CH:4]=[CH:5][CH:6]=[CH:7][C:2]=3[Cl:1])[CH2:9][CH2:10][OH:11])=[O:35])[N:16]=2)=[CH:33][CH:32]=1, predict the reactants needed to synthesize it. The reactants are: [Cl:1][C:2]1[CH:7]=[CH:6][CH:5]=[CH:4][C:3]=1[CH:8]([NH:12][C:13](=[O:35])[CH2:14][N:15]1[C:19](=[O:20])[N:18]([CH2:21][C@H:22](O)[C:23](F)(F)F)[C:17]([C:28]2[CH:33]=[CH:32][C:31]([Cl:34])=[CH:30][CH:29]=2)=[N:16]1)[CH2:9][CH2:10][OH:11].ClC1C=CC(C2N(C3CC3)C(=O)N(CC(O)=O)N=2)=CC=1. (3) Given the product [ClH:30].[F:1][C:2]1[CH:3]=[C:4]2[C:9](=[CH:10][CH:11]=1)[N:8]=[C:7]([C:12]1[CH:17]=[CH:16][CH:15]=[CH:14][C:13]=1[OH:18])[N:6]=[C:5]2[N:19]1[CH2:23][CH2:22][C@@H:21]([NH:24][C:25]([CH:27]2[CH2:28][CH2:29]2)=[O:26])[CH2:20]1, predict the reactants needed to synthesize it. The reactants are: [F:1][C:2]1[CH:3]=[C:4]2[C:9](=[CH:10][CH:11]=1)[N:8]=[C:7]([C:12]1[CH:17]=[CH:16][CH:15]=[CH:14][C:13]=1[OH:18])[N:6]=[C:5]2[N:19]1[CH2:23][CH2:22][C@@H:21]([NH:24][C:25]([CH:27]2[CH2:29][CH2:28]2)=[O:26])[CH2:20]1.[ClH:30].CCOCC. (4) Given the product [Br:13][CH2:12][CH2:11][CH2:10][C:8]1[S:9][C:5]2[CH:4]=[CH:3][C:2]([C:26]([F:29])([F:28])[F:27])=[CH:15][C:6]=2[C:7]=1[CH3:14], predict the reactants needed to synthesize it. The reactants are: Br[C:2]1[CH:3]=[CH:4][C:5]2[S:9][C:8]([CH2:10][CH2:11][CH2:12][Br:13])=[C:7]([CH3:14])[C:6]=2[CH:15]=1.CC1C2C=C([C:26]([F:29])([F:28])[F:27])C=CC=2SC=1CCCO.